Predict which catalyst facilitates the given reaction. From a dataset of Catalyst prediction with 721,799 reactions and 888 catalyst types from USPTO. Reactant: Cl[C:2]1[N:9]=[C:8]([NH:10][C:11]2[CH:15]=[C:14]([CH3:16])[NH:13][N:12]=2)[C:7]([Cl:17])=[CH:6][C:3]=1[C:4]#[N:5].[F:18][C:19]1[CH:20]=[CH:21][C:22]([C@@H:25]([NH2:27])[CH3:26])=[N:23][CH:24]=1.CCN(C(C)C)C(C)C.N1C=CC=CC=1N. Product: [Cl:17][C:7]1[C:8]([NH:10][C:11]2[CH:15]=[C:14]([CH3:16])[NH:13][N:12]=2)=[N:9][C:2]([NH:27][C@H:25]([C:22]2[CH:21]=[CH:20][C:19]([F:18])=[CH:24][N:23]=2)[CH3:26])=[C:3]([CH:6]=1)[C:4]#[N:5]. The catalyst class is: 51.